The task is: Predict the reactants needed to synthesize the given product.. This data is from Full USPTO retrosynthesis dataset with 1.9M reactions from patents (1976-2016). (1) Given the product [Cl:27][C:26]1[C:21]([CH2:19][C:17]2[S:16][C:4]3[N:5]=[C:6]([C:8]4[O:9][C:10]([CH:13]([F:15])[F:14])=[CH:11][CH:12]=4)[N:7]=[C:2]([NH2:1])[C:3]=3[CH:18]=2)=[N:22][CH:23]=[CH:24][CH:25]=1, predict the reactants needed to synthesize it. The reactants are: [NH2:1][C:2]1[C:3]2[CH:18]=[C:17]([CH:19]([C:21]3[C:26]([Cl:27])=[CH:25][CH:24]=[CH:23][N:22]=3)O)[S:16][C:4]=2[N:5]=[C:6]([C:8]2[O:9][C:10]([CH:13]([F:15])[F:14])=[CH:11][CH:12]=2)[N:7]=1.[SiH](CC)(CC)CC.C(O)(C(F)(F)F)=O. (2) Given the product [C:1]([O:9][C:10]1[CH:15]=[C:14]([O:16][CH2:40][C@@H:41]2[CH2:43][O:42]2)[C:13]([NH:17][C:18](=[O:25])[C:19]2[CH:20]=[CH:21][CH:22]=[CH:23][CH:24]=2)=[CH:12][C:11]=1[Cl:26])(=[O:8])[C:2]1[CH:7]=[CH:6][CH:5]=[CH:4][CH:3]=1, predict the reactants needed to synthesize it. The reactants are: [C:1]([O:9][C:10]1[CH:15]=[C:14]([OH:16])[C:13]([NH:17][C:18](=[O:25])[C:19]2[CH:24]=[CH:23][CH:22]=[CH:21][CH:20]=2)=[CH:12][C:11]=1[Cl:26])(=[O:8])[C:2]1[CH:7]=[CH:6][CH:5]=[CH:4][CH:3]=1.[N+](C1C=C(S(O[CH2:40][C@:41]2(C)[CH2:43][O:42]2)(=O)=O)C=CC=1)([O-])=O.CN(C=O)C. (3) Given the product [CH3:36][S:33]([C:30]([C:22]1[CH:23]=[C:24]2[C:29](=[C:20]([C:16]3[CH:15]=[C:14]([CH2:13][CH:12]([S:11][C:8]4[CH:7]=[CH:6][C:5]([C:55]([OH:54])([CH3:56])[CH3:48])=[CH:10][CH:9]=4)[C:37]4[CH:38]=[CH:39][C:40]([S:43]([CH3:46])(=[O:44])=[O:45])=[CH:41][CH:42]=4)[CH:19]=[CH:18][CH:17]=3)[CH:21]=1)[N:28]=[CH:27][CH:26]=[CH:25]2)([CH3:32])[CH3:31])(=[O:34])=[O:35], predict the reactants needed to synthesize it. The reactants are: C(OC(=O)[C:5]1[CH:10]=[CH:9][C:8]([S:11][CH:12]([C:37]2[CH:42]=[CH:41][C:40]([S:43]([CH3:46])(=[O:45])=[O:44])=[CH:39][CH:38]=2)[CH2:13][C:14]2[CH:19]=[CH:18][CH:17]=[C:16]([C:20]3[CH:21]=[C:22]([C:30]([S:33]([CH3:36])(=[O:35])=[O:34])([CH3:32])[CH3:31])[CH:23]=[C:24]4[C:29]=3[N:28]=[CH:27][CH:26]=[CH:25]4)[CH:15]=2)=[CH:7][CH:6]=1)C.[CH3:48][Mg]Br.C([O:54][CH2:55][CH3:56])(=O)C.